This data is from Peptide-MHC class II binding affinity with 134,281 pairs from IEDB. The task is: Regression. Given a peptide amino acid sequence and an MHC pseudo amino acid sequence, predict their binding affinity value. This is MHC class II binding data. (1) The peptide sequence is PATPAAPGAGYTPAT. The MHC is DRB1_0301 with pseudo-sequence DRB1_0301. The binding affinity (normalized) is 0. (2) The peptide sequence is MPVDPDNEAYEMPSE. The binding affinity (normalized) is 0.521. The MHC is HLA-DQA10101-DQB10501 with pseudo-sequence HLA-DQA10101-DQB10501. (3) The peptide sequence is KFTVFEAAFNKAIKE. The binding affinity (normalized) is 0.419. The MHC is DRB1_1101 with pseudo-sequence DRB1_1101. (4) The peptide sequence is SKGGMRNVFDEVIPT. The MHC is DRB1_0401 with pseudo-sequence DRB1_0401. The binding affinity (normalized) is 0.0943.